The task is: Predict the product of the given reaction.. This data is from Forward reaction prediction with 1.9M reactions from USPTO patents (1976-2016). (1) Given the reactants [NH2:1][C:2]1[CH:3]=[C:4]([N:9]2[C:13](=[O:14])[N:12]([CH3:15])[N:11]=[N:10]2)[CH:5]=[CH:6][C:7]=1[F:8].Cl.Cl[C:18]1[N:23]=[C:22]([NH:24][CH:25]2[CH2:30][C:29]([CH3:32])([CH3:31])[NH:28][C:27]([CH3:34])([CH3:33])[CH2:26]2)[C:21]([F:35])=[CH:20][N:19]=1.O.C1(C)C=CC(S(O)(=O)=O)=CC=1.NC1C=C(C=CC=1)C(O)=O, predict the reaction product. The product is: [CH3:31][C:29]1([CH3:32])[CH2:30][CH:25]([NH:24][C:22]2[C:21]([F:35])=[CH:20][N:19]=[C:18]([NH:1][C:2]3[CH:3]=[C:4]([N:9]4[C:13](=[O:14])[N:12]([CH3:15])[N:11]=[N:10]4)[CH:5]=[CH:6][C:7]=3[F:8])[N:23]=2)[CH2:26][C:27]([CH3:34])([CH3:33])[NH:28]1. (2) Given the reactants C(OC([NH:11][C@H:12]([C:20]1[NH:24][C:23]2[CH:25]=[CH:26][C:27]([Cl:29])=[CH:28][C:22]=2[N:21]=1)[CH2:13][CH2:14][C:15]1[NH:19][N:18]=[N:17][N:16]=1)=O)C1C=CC=CC=1.I[Si](C)(C)C.CO, predict the reaction product. The product is: [Cl:29][C:27]1[CH:26]=[CH:25][C:23]2[NH:24][C:20]([C@@H:12]([NH2:11])[CH2:13][CH2:14][C:15]3[NH:19][N:18]=[N:17][N:16]=3)=[N:21][C:22]=2[CH:28]=1.